From a dataset of Experimentally validated miRNA-target interactions with 360,000+ pairs, plus equal number of negative samples. Binary Classification. Given a miRNA mature sequence and a target amino acid sequence, predict their likelihood of interaction. (1) The miRNA is hsa-miR-362-3p with sequence AACACACCUAUUCAAGGAUUCA. The protein sequence of the target gene is MERIPSAQPPPACLPKAPGLEHGDLPGMYPAHMYQVYKSRRGIKRSEDSKETYKLPHRLIEKKRRDRINECIAQLKDLLPEHLKLTTLGHLEKAVVLELTLKHVKALTNLIDQQQQKIIALQSGLQAGELSGRNVETGQEMFCSGFQTCAREVLQYLAKHENTRDLKSSQLVTHLHRVVSELLQGGTSRKPSDPAPKVMDFKEKPSSPAKGSEGPGKNCVPVIQRTFAHSSGEQSGSDTDTDSGYGGESEKGDLRSEQPCFKSDHGRRFTMGERIGAIKQESEEPPTKKNRMQLSDDEGH.... Result: 1 (interaction). (2) The miRNA is hsa-miR-4708-5p with sequence AGAGAUGCCGCCUUGCUCCUU. The protein sequence of the target gene is MDAFTGSGLKRKFDDVDVGSSVSNSDDEISSSDSADSCDSLNPPTTASFTPTSILKRQKQLRRKNVRFDQVTVYYFARRQGFTSVPSQGGSSLGMAQRHNSVRSYTLCEFAQEQEVNHREILREHLKEEKLHAKKMKLTKNGTVESVEADGLTLDDVSDEDIDVENVEVDDYFFLQPLPTKRRRALLRASGVHRIDAEEKQELRAIRLSREECGCDCRLYCDPEACACSQAGIKCQVDRMSFPCGCSRDGCGNMAGRIEFNPIRVRTHYLHTIMKLELESKRQVSRPAAPDEEPSPTASC.... Result: 1 (interaction). (3) The miRNA is hsa-miR-412-3p with sequence ACUUCACCUGGUCCACUAGCCGU. The protein sequence of the target gene is MEAAGSPAATETGKYIASTQRPDGTWRKQRRVKEGYVPQEEVPVYENKYVKFFKSKPELPPGLSPEATAPVTPSRPEGGEPGLSKTAKRNLKRKEKRRQQQEKGEAEALSRTLDKVSLEETAQLPSAPQGSRAAPTAASDQPDSAATTEKAKKIKNLKKKLRQVEELQQRIQAGEVSQPSKEQLEKLARRRALEEELEDLELGL. Result: 0 (no interaction). (4) The miRNA is hsa-miR-6727-3p with sequence UCCUGCCACCUCCUCCGCAG. The protein sequence of the target gene is MSLPPEKASELKQLIHQQLSKMDVHGRIREILAETIREELAPDQQHLSTEDLIKALRRRGIIDDVMKELNFVTDSVEQELPSSPKQPICFDRQSTLKKTNIDPTRRYLYLQVLGGKAFLEHLQEPEPLPGQVCSTFTLCLHYRNQRFRSKPVPCACEPDFHDGFLLEVHRESLGDGTRMADSTTMLSISDPIHMVLIKTDIFGETTLVASYFLEWRSVLGSENGVTSLTVELMGVGTESKVSVGILNIKLEMYPPLNQTLSQEVVNTQLALERQKTAEKERLFLVYAKQWWREYLQIRPS.... Result: 1 (interaction). (5) Result: 0 (no interaction). The miRNA is mmu-miR-384-3p with sequence AUUCCUAGAAAUUGUUCACAAU. The protein sequence of the target gene is MDEEENHYVSQLREVYSSCDTTGTGFLDRQELTQLCLKLHLEQQLPVLLQTLLGNDHFARVNFEEFKEGFVAVLSSNAGVRPSDEDSSSLESAASSAIPPKYVNGSKWYGRRSRPELCDAATEARRVPEQQTQASLKSHLWRSASLESVESPKSDEEAESTKEAQNELFEAQGQLQTWDSEDFGSPQKSCSPSFDTPESQIRGVWEELGVGSSGHLSEQELAVVCQSVGLQGLEKEELEDLFNKLDQDGDGKVSLEEFQLGLFSHEPALLLESSTRVKPSKAWSHYQVPEESGCHTTTTS.... (6) The miRNA is hsa-miR-15a-5p with sequence UAGCAGCACAUAAUGGUUUGUG. The protein sequence of the target gene is MVRRDRLRRMREWWVQVGLLAVPLLAAYLHIPPPQLSPALHSWKSSGKFFTYKGLRIFYQDSVGVVGSPEIVVLLHGFPTSSYDWYKIWEGLTLRFHRVIALDFLGFGFSDKPRPHHYSIFEQASIVEALLRHLGLQNRRINLLSHDYGDIVAQELLYRYKQNRSGRLTIKSLCLSNGGIFPETHRPLLLQKLLKDGGVLSPILTRLMNFFVFSRGLTPVFGPYTRPSESELWDMWAGIRNNDGNLVIDSLLQYINQRKKFRRRWVGALASVTIPIHFIYGPLDPVNPYPEFLELYRKTL.... Result: 0 (no interaction). (7) The miRNA is hsa-miR-518a-5p with sequence CUGCAAAGGGAAGCCCUUUC. The protein sequence of the target gene is MWPPDPDPDPDPEPAGGSRPGPAVPGLRALLPARAFLCSLKGRLLLAESGLSFITFICYVASSASAFLTAPLLEFLLALYFLFADAMQLNDKWQGLCWPMMDFLRCVTAALIYFAISITAIAKYSDGASKAAGVFGFFATIVFATDFYLIFNDVAKFLKQGDSADETTAHKTEEENSDSDSD. Result: 0 (no interaction). (8) The miRNA is hsa-miR-8053 with sequence UGGCGAUUUUGGAACUCAAUGGCA. The protein sequence of the target gene is MKMTVDFEECLKDSPRFRAALEEVEGDVAELELKLDKLVKLCIAMIDTGKAFCVANKQFMNGIRDLAQYSSNDAVVETSLTKFSDSLQEMINFHTILFDQTQRSIKAQLQNFVKEDLRKFKDAKKQFEKVSEEKENALVKNAQVQRNKQHEVEEAANILTATRKCFRHIALDYVLQINVLQSKRRSEILKSMLSFMYAHLAFFHQGYDLFSELGPYMKDLGAQLDRLVVDAAKEKREMEQKHSTIQQKDFSSDDSKLEYNVDAANGIVMEGYLFKRASNAFKTWNRRWFSIQNNQLVYQK.... Result: 0 (no interaction). (9) The miRNA is hsa-miR-6739-3p with sequence AUUGUUCUGUCUUUCUCCCAG. The protein sequence of the target gene is MGCGLNKLEKRDEKRPGNIYSTLKRPQVETKIDVSYEYRFLEFTTLSAAELPGSSAVRLASLRDLPAQLLELYQQGFSLAALHPFVQPTHEREKTPLEHIFRAILIKKTDRSQKTDLHNEGYILELDCCSSLDHPTDQKLIPEFIKKIQEAASQGLKFVGVIPQYHSSVNSAGSSAPVSTANSTEDARDAKNARGDHASLENEKPGTGDVCSAPAGRNQSPEPSSGPRGEVPLAKQPSSPSGEGDGGELSPQGVSKTLDGPESNPLEVHEEPLSGKMEIFTLFNKPKSHQKCRQYYPVTI.... Result: 0 (no interaction).